Dataset: NCI-60 drug combinations with 297,098 pairs across 59 cell lines. Task: Regression. Given two drug SMILES strings and cell line genomic features, predict the synergy score measuring deviation from expected non-interaction effect. (1) Drug 1: CCC1(CC2CC(C3=C(CCN(C2)C1)C4=CC=CC=C4N3)(C5=C(C=C6C(=C5)C78CCN9C7C(C=CC9)(C(C(C8N6C=O)(C(=O)OC)O)OC(=O)C)CC)OC)C(=O)OC)O.OS(=O)(=O)O. Drug 2: C1CC(C1)(C(=O)O)C(=O)O.[NH2-].[NH2-].[Pt+2]. Cell line: NCI-H460. Synergy scores: CSS=18.6, Synergy_ZIP=-4.19, Synergy_Bliss=-0.662, Synergy_Loewe=-1.13, Synergy_HSA=-1.53. (2) Drug 1: CNC(=O)C1=NC=CC(=C1)OC2=CC=C(C=C2)NC(=O)NC3=CC(=C(C=C3)Cl)C(F)(F)F. Drug 2: CCC1(C2=C(COC1=O)C(=O)N3CC4=CC5=C(C=CC(=C5CN(C)C)O)N=C4C3=C2)O.Cl. Cell line: HS 578T. Synergy scores: CSS=12.6, Synergy_ZIP=-2.50, Synergy_Bliss=2.96, Synergy_Loewe=-19.8, Synergy_HSA=-1.16. (3) Drug 1: CS(=O)(=O)CCNCC1=CC=C(O1)C2=CC3=C(C=C2)N=CN=C3NC4=CC(=C(C=C4)OCC5=CC(=CC=C5)F)Cl. Drug 2: CCC1=C2N=C(C=C(N2N=C1)NCC3=C[N+](=CC=C3)[O-])N4CCCCC4CCO. Cell line: OVCAR3. Synergy scores: CSS=55.4, Synergy_ZIP=4.47, Synergy_Bliss=6.15, Synergy_Loewe=-7.14, Synergy_HSA=7.93. (4) Drug 1: CC1=C2C(C(=O)C3(C(CC4C(C3C(C(C2(C)C)(CC1OC(=O)C(C(C5=CC=CC=C5)NC(=O)C6=CC=CC=C6)O)O)OC(=O)C7=CC=CC=C7)(CO4)OC(=O)C)O)C)OC(=O)C. Drug 2: CC12CCC3C(C1CCC2O)C(CC4=C3C=CC(=C4)O)CCCCCCCCCS(=O)CCCC(C(F)(F)F)(F)F. Cell line: SK-MEL-5. Synergy scores: CSS=1.39, Synergy_ZIP=3.84, Synergy_Bliss=-1.84, Synergy_Loewe=-0.303, Synergy_HSA=-0.811. (5) Drug 1: CS(=O)(=O)C1=CC(=C(C=C1)C(=O)NC2=CC(=C(C=C2)Cl)C3=CC=CC=N3)Cl. Drug 2: CC1CCCC2(C(O2)CC(NC(=O)CC(C(C(=O)C(C1O)C)(C)C)O)C(=CC3=CSC(=N3)C)C)C. Cell line: HOP-62. Synergy scores: CSS=1.25, Synergy_ZIP=-1.06, Synergy_Bliss=0.656, Synergy_Loewe=-2.04, Synergy_HSA=-1.31.